Predict the reaction yield, written as a fraction of the theoretical maximum amount of product (1.0 means a 100% yield; for example, 0.34 means a 34% yield). From a dataset of Reaction yield outcomes from USPTO patents with 853,638 reactions. (1) The catalyst is C(Cl)Cl. The product is [OH:34][CH2:33][CH:32]([CH2:35][OH:36])[CH2:31][NH:30][C:27]([CH:9]1[CH:8]([C:4]2[CH:5]=[CH:6][CH:7]=[C:2]([Cl:1])[CH:3]=2)[C:12]([C:15]2[CH:20]=[CH:19][C:18]([Cl:21])=[CH:17][CH:16]=2)([C:13]#[N:14])[CH:11]([CH2:22][C:23]([CH3:25])([CH3:24])[CH3:26])[NH:10]1)=[O:28]. The yield is 0.309. The reactants are [Cl:1][C:2]1[CH:3]=[C:4]([CH:8]2[C:12]([C:15]3[CH:20]=[CH:19][C:18]([Cl:21])=[CH:17][CH:16]=3)([C:13]#[N:14])[CH:11]([CH2:22][C:23]([CH3:26])([CH3:25])[CH3:24])[NH:10][CH:9]2[C:27](O)=[O:28])[CH:5]=[CH:6][CH:7]=1.[NH2:30][CH2:31][CH:32]([CH2:35][OH:36])[CH2:33][OH:34].CN(C(ON1N=NC2C=CC=NC1=2)=[N+](C)C)C.F[P-](F)(F)(F)(F)F.CCN(C(C)C)C(C)C. (2) The reactants are C(Cl)(=O)C(Cl)=O.CS(C)=O.[OH:11][CH2:12][CH:13]1[CH2:18][CH2:17][N:16]([CH2:19][C:20]2[CH:32]=[CH:31][C:23]([C:24]([O:26][C:27]([CH3:30])([CH3:29])[CH3:28])=[O:25])=[CH:22][CH:21]=2)[CH2:15][CH2:14]1.C(N(CC)CC)C. The catalyst is ClCCl.O. The product is [CH:12]([CH:13]1[CH2:18][CH2:17][N:16]([CH2:19][C:20]2[CH:21]=[CH:22][C:23]([C:24]([O:26][C:27]([CH3:28])([CH3:30])[CH3:29])=[O:25])=[CH:31][CH:32]=2)[CH2:15][CH2:14]1)=[O:11]. The yield is 0.554. (3) The reactants are [F:1][C:2]1[CH:3]=[C:4]2[C:8](=[CH:9][CH:10]=1)[NH:7][C:6](=[O:11])[CH:5]2C(OC)=O.Cl.[OH-].[Na+]. The catalyst is CO. The product is [F:1][C:2]1[CH:3]=[C:4]2[C:8](=[CH:9][CH:10]=1)[NH:7][C:6](=[O:11])[CH2:5]2. The yield is 0.800. (4) The reactants are [NH2:1][C:2]1[N:3]=[C:4]([OH:23])[C:5]2[CH:11]=[CH:10][C:9]([C:12]3[C:17]([C:18]([F:21])([F:20])[F:19])=[CH:16][CH:15]=[CH:14][C:13]=3[F:22])=[N:8][C:6]=2[N:7]=1.[CH3:24][C:25]([CH3:36])([CH3:35])[C:26](O[C:26](=[O:27])[C:25]([CH3:36])([CH3:35])[CH3:24])=[O:27]. The catalyst is N1C=CC=CC=1. The product is [F:22][C:13]1[CH:14]=[CH:15][CH:16]=[C:17]([C:18]([F:20])([F:21])[F:19])[C:12]=1[C:9]1[CH:10]=[CH:11][C:5]2[C:4]([OH:23])=[N:3][C:2]([NH:1][C:26](=[O:27])[C:25]([CH3:36])([CH3:35])[CH3:24])=[N:7][C:6]=2[N:8]=1. The yield is 0.520.